From a dataset of Full USPTO retrosynthesis dataset with 1.9M reactions from patents (1976-2016). Predict the reactants needed to synthesize the given product. Given the product [N+:17]([C:9]1[CH:8]=[CH:7][N+:6]([O-:10])=[C:5]2[NH:1][CH:2]=[CH:3][C:4]=12)([O-:19])=[O:18], predict the reactants needed to synthesize it. The reactants are: [NH:1]1[C:5]2=[N+:6]([O-:10])[CH:7]=[CH:8][CH:9]=[C:4]2[CH:3]=[CH:2]1.S(=O)(=O)(O)O.O.[N+:17]([O-])([OH:19])=[O:18].